This data is from Reaction yield outcomes from USPTO patents with 853,638 reactions. The task is: Predict the reaction yield, written as a fraction of the theoretical maximum amount of product (1.0 means a 100% yield; for example, 0.34 means a 34% yield). (1) The reactants are [F:1][C:2]1[CH:3]=[C:4]([CH:10]2[CH2:12][CH:11]2[CH2:13][C:14]([OH:16])=[O:15])[CH:5]=[CH:6][C:7]=1[O:8][CH3:9].[N+](=[CH2:19])=[N-]. The catalyst is C1COCC1. The product is [CH3:19][O:15][C:14](=[O:16])[CH2:13][CH:11]1[CH2:12][CH:10]1[C:4]1[CH:5]=[CH:6][C:7]([O:8][CH3:9])=[C:2]([F:1])[CH:3]=1. The yield is 0.790. (2) The reactants are [N:1]1[CH:6]=[CH:5][CH:4]=[C:3]2[CH2:7][CH2:8][C:9]([C:15](OCC)=[O:16])([C:10]([O:12][CH2:13][CH3:14])=[O:11])[C:2]=12. The product is [OH:16][CH2:15][C:9]1([C:10]([O:12][CH2:13][CH3:14])=[O:11])[C:2]2=[N:1][CH:6]=[CH:5][CH:4]=[C:3]2[CH2:7][CH2:8]1. The catalyst is C1COCC1. The yield is 0.460. (3) The reactants are [OH:1][C:2]1[CH:7]=[CH:6][CH:5]=[CH:4][N+:3]=1[O-:8].C([O-])([O-])=O.[K+].[K+].Br[CH2:16][C:17]1[CH:22]=[CH:21][C:20]([B:23]2[O:31][C:28]([CH3:30])([CH3:29])[C:25]([CH3:27])([CH3:26])[O:24]2)=[CH:19][CH:18]=1. The catalyst is CN(C=O)C. The product is [CH3:29][C:28]1([CH3:30])[C:25]([CH3:26])([CH3:27])[O:24][B:23]([C:20]2[CH:19]=[CH:18][C:17]([CH2:16][O:8][N:3]3[CH:4]=[CH:5][CH:6]=[CH:7][C:2]3=[O:1])=[CH:22][CH:21]=2)[O:31]1. The yield is 0.870. (4) The reactants are [Br:1][C:2]1[S:6][CH:5]=[C:4]([C:7]([N:9]2[CH2:14][CH2:13][CH2:12][CH2:11][CH2:10]2)=O)[CH:3]=1.[BH4-].C([N+](CCCC)(CCCC)CCCC)CCC. The catalyst is C(Cl)Cl. The product is [Br:1][C:2]1[S:6][CH:5]=[C:4]([CH2:7][N:9]2[CH2:10][CH2:11][CH2:12][CH2:13][CH2:14]2)[CH:3]=1. The yield is 0.350.